From a dataset of Forward reaction prediction with 1.9M reactions from USPTO patents (1976-2016). Predict the product of the given reaction. (1) Given the reactants C(N1C2C(=O)N(CCC3C=CC=CC=3)C([Cl:23])=NC=2N=C1N1CCCC(NC(=O)OC(C)(C)C)C1)C#CC.Cl.[NH2:39][CH:40]1[CH2:45][CH2:44][CH2:43][N:42]([C:46]2[N:54]([CH2:55][C:56]#[C:57][CH3:58])[C:53]3[C:52](=[O:59])[N:51]([CH2:60][C:61]4[CH:66]=[CH:65][CH:64]=[CH:63][C:62]=4[C:67]#N)[C:50]([C:69]#[N:70])=[N:49][C:48]=3[N:47]=2)[CH2:41]1, predict the reaction product. The product is: [ClH:23].[NH2:39][CH:40]1[CH2:45][CH2:44][CH2:43][N:42]([C:46]2[N:54]([CH2:55][C:56]#[C:57][CH3:58])[C:53]3[C:52](=[O:59])[N:51]([CH2:60][CH2:61][C:66]4[CH:65]=[CH:64][CH:63]=[CH:62][CH:67]=4)[C:50]([C:69]#[N:70])=[N:49][C:48]=3[N:47]=2)[CH2:41]1. (2) Given the reactants [CH3:1][S:2]([C:5]1[N:10]=[CH:9][C:8]([NH:11][C:12]2[C:17]([C:18](=[O:20])[CH3:19])=[C:16]([O:21][CH:22]3[CH2:27][CH2:26][NH:25][CH2:24][CH2:23]3)[N:15]=[CH:14][N:13]=2)=[CH:7][CH:6]=1)(=[O:4])=[O:3].[CH2:28]([O:32][C:33](Cl)=[O:34])[CH:29]([CH3:31])[CH3:30].C(N(CC)CC)C, predict the reaction product. The product is: [CH2:28]([O:32][C:33]([N:25]1[CH2:26][CH2:27][CH:22]([O:21][C:16]2[C:17]([C:18](=[O:20])[CH3:19])=[C:12]([NH:11][C:8]3[CH:9]=[N:10][C:5]([S:2]([CH3:1])(=[O:3])=[O:4])=[CH:6][CH:7]=3)[N:13]=[CH:14][N:15]=2)[CH2:23][CH2:24]1)=[O:34])[CH:29]([CH3:31])[CH3:30]. (3) Given the reactants [Cl:1][C:2]1[CH:22]=[CH:21][C:5]([NH:6][C:7]2[S:11][C:10]3[CH:12]=[CH:13][CH:14]=[CH:15][C:9]=3[C:8]=2[C:16]([O:18][CH2:19][CH3:20])=[O:17])=[C:4]([N+:23]([O-])=O)[CH:3]=1.[H][H], predict the reaction product. The product is: [NH2:23][C:4]1[CH:3]=[C:2]([Cl:1])[CH:22]=[CH:21][C:5]=1[NH:6][C:7]1[S:11][C:10]2[CH:12]=[CH:13][CH:14]=[CH:15][C:9]=2[C:8]=1[C:16]([O:18][CH2:19][CH3:20])=[O:17]. (4) Given the reactants [CH3:1][N:2]([CH3:20])[S:3]([C:6]1[CH:16]=[C:15]([N+:17]([O-])=O)[C:9]2[N:10]=[C:11]([CH3:14])[N:12]([CH3:13])[C:8]=2[CH:7]=1)(=[O:5])=[O:4], predict the reaction product. The product is: [CH3:20][N:2]([CH3:1])[S:3]([C:6]1[CH:16]=[C:15]([NH2:17])[C:9]2[N:10]=[C:11]([CH3:14])[N:12]([CH3:13])[C:8]=2[CH:7]=1)(=[O:4])=[O:5]. (5) Given the reactants Br[C:2]1[C:3]2[CH:12]=[C:11]([C:13]3[CH:14]=[N:15][N:16]([CH3:18])[CH:17]=3)[N:10]([S:19]([C:22]3[CH:28]=[CH:27][C:25]([CH3:26])=[CH:24][CH:23]=3)(=[O:21])=[O:20])[C:4]=2[C:5](=[O:9])[N:6]([CH3:8])[CH:7]=1.[CH3:29][C:30]1([CH3:46])[C:34]([CH3:36])([CH3:35])[O:33][B:32]([B:32]2[O:33][C:34]([CH3:36])([CH3:35])[C:30]([CH3:46])([CH3:29])[O:31]2)[O:31]1.C([O-])(=O)C.[K+], predict the reaction product. The product is: [CH3:8][N:6]1[CH:7]=[C:2]([B:32]2[O:33][C:34]([CH3:36])([CH3:35])[C:30]([CH3:46])([CH3:29])[O:31]2)[C:3]2[CH:12]=[C:11]([C:13]3[CH:14]=[N:15][N:16]([CH3:18])[CH:17]=3)[N:10]([S:19]([C:22]3[CH:28]=[CH:27][C:25]([CH3:26])=[CH:24][CH:23]=3)(=[O:20])=[O:21])[C:4]=2[C:5]1=[O:9].